From a dataset of Forward reaction prediction with 1.9M reactions from USPTO patents (1976-2016). Predict the product of the given reaction. (1) Given the reactants [N:1]1[CH:6]=[CH:5][CH:4]=[CH:3][C:2]=1[S:7]([C:10]1[CH:14]=[CH:13][S:12][C:11]=1[CH:15]=O)(=[O:9])=[O:8].[CH3:17][O:18][C:19](=[O:32])[CH2:20][N:21]1[C:29]2[C:24](=[CH:25][C:26]([F:30])=[CH:27][CH:28]=2)[CH:23]=[C:22]1[CH3:31], predict the reaction product. The product is: [CH3:17][O:18][C:19](=[O:32])[CH2:20][N:21]1[C:29]2[C:24](=[CH:25][C:26]([F:30])=[CH:27][CH:28]=2)[C:23]([CH2:15][C:11]2[S:12][CH:13]=[CH:14][C:10]=2[S:7]([C:2]2[CH:3]=[CH:4][CH:5]=[CH:6][N:1]=2)(=[O:8])=[O:9])=[C:22]1[CH3:31]. (2) The product is: [Cl:29][C:30]1[CH:31]=[CH:32][C:33]([C:39]([F:40])([F:41])[F:42])=[C:34]([C:2]2[C:7]([C:8]#[N:9])=[CH:6][N:5]([CH:10]([CH3:27])[C:11]([NH:13][C:14]3[CH:26]=[CH:25][C:17]([C:18]([O:20][C:21]([CH3:24])([CH3:23])[CH3:22])=[O:19])=[CH:16][CH:15]=3)=[O:12])[C:4](=[O:28])[CH:3]=2)[CH:35]=1. Given the reactants Br[C:2]1[C:7]([C:8]#[N:9])=[CH:6][N:5]([CH:10]([CH3:27])[C:11]([NH:13][C:14]2[CH:26]=[CH:25][C:17]([C:18]([O:20][C:21]([CH3:24])([CH3:23])[CH3:22])=[O:19])=[CH:16][CH:15]=2)=[O:12])[C:4](=[O:28])[CH:3]=1.[Cl:29][C:30]1[CH:31]=[CH:32][C:33]([C:39]([F:42])([F:41])[F:40])=[C:34](B(O)O)[CH:35]=1, predict the reaction product. (3) The product is: [C:1]12([C:11]3[CH:12]=[C:13]([C:19]4[CH:20]=[C:21]5[C:26](=[CH:27][CH:28]=4)[CH:25]=[C:24]([C:30]#[N:31])[CH:23]=[CH:22]5)[CH:14]=[CH:15][C:16]=3[O:17][CH3:18])[CH2:10][CH:5]3[CH2:6][CH:7]([CH2:9][CH:3]([CH2:4]3)[CH2:2]1)[CH2:8]2. Given the reactants [C:1]12([C:11]3[CH:12]=[C:13]([C:19]4[CH:20]=[C:21]5[C:26](=[CH:27][CH:28]=4)[CH:25]=[C:24](Br)[CH:23]=[CH:22]5)[CH:14]=[CH:15][C:16]=3[O:17][CH3:18])[CH2:10][CH:5]3[CH2:6][CH:7]([CH2:9][CH:3]([CH2:4]3)[CH2:2]1)[CH2:8]2.[C:30]([Cu])#[N:31].N, predict the reaction product. (4) Given the reactants Br[CH2:2][C:3]1[CH:12]=[CH:11][C:6]([C:7]([O:9][CH3:10])=[O:8])=[CH:5][CH:4]=1.C([N:16](CC)[CH:17]([CH3:19])[CH3:18])(C)C, predict the reaction product. The product is: [CH3:10][O:9][C:7]1[CH:19]=[C:17]([NH:16][CH2:2][C:3]2[CH:12]=[CH:11][C:6]([C:7]([O:9][CH3:10])=[O:8])=[CH:5][CH:4]=2)[CH:18]=[CH:5][CH:6]=1. (5) Given the reactants [Cl:1][C:2]1[C:21](I)=[CH:20][C:5]([C:6]([NH:8][C:9]2[CH:14]=[CH:13][C:12]([O:15][C:16]([Cl:19])([F:18])[F:17])=[CH:11][CH:10]=2)=[O:7])=[CH:4][N:3]=1.[F:23][C:24]1[CH:25]=[N:26][NH:27][C:28]=1[Sn](CCCC)(CCCC)CCCC, predict the reaction product. The product is: [Cl:1][C:2]1[C:21]([C:28]2[NH:27][N:26]=[CH:25][C:24]=2[F:23])=[CH:20][C:5]([C:6]([NH:8][C:9]2[CH:14]=[CH:13][C:12]([O:15][C:16]([Cl:19])([F:18])[F:17])=[CH:11][CH:10]=2)=[O:7])=[CH:4][N:3]=1. (6) Given the reactants CS(O[CH2:6][CH2:7][C:8]1[O:9][C:10]2[CH:16]=[CH:15][C:14]([C:17]3[CH:22]=[CH:21][C:20]([C:23]([N:25]4[CH2:30][CH2:29][O:28][CH2:27][CH2:26]4)=[O:24])=[CH:19][CH:18]=3)=[CH:13][C:11]=2[CH:12]=1)(=O)=O.[NH:31]1[CH2:36][CH2:35][CH2:34][CH2:33][CH2:32]1, predict the reaction product. The product is: [N:31]1([CH2:6][CH2:7][C:8]2[O:9][C:10]3[CH:16]=[CH:15][C:14]([C:17]4[CH:18]=[CH:19][C:20]([C:23]([N:25]5[CH2:30][CH2:29][O:28][CH2:27][CH2:26]5)=[O:24])=[CH:21][CH:22]=4)=[CH:13][C:11]=3[CH:12]=2)[CH2:36][CH2:35][CH2:34][CH2:33][CH2:32]1. (7) Given the reactants [Cl:1][C:2]1[CH:29]=[CH:28][C:5]([CH2:6][NH:7][C:8]([C:10]2[C:19](=[O:20])[C:18]3[C:13](=[N:14][C:15]([O:25][CH3:26])=[C:16]([C:21]#[C:22][CH2:23][OH:24])[CH:17]=3)[N:12]([CH3:27])[CH:11]=2)=[O:9])=[CH:4][CH:3]=1, predict the reaction product. The product is: [Cl:1][C:2]1[CH:3]=[CH:4][C:5]([CH2:6][NH:7][C:8]([C:10]2[C:19](=[O:20])[C:18]3[C:13](=[N:14][C:15]([O:25][CH3:26])=[C:16]([CH2:21][CH2:22][CH2:23][OH:24])[CH:17]=3)[N:12]([CH3:27])[CH:11]=2)=[O:9])=[CH:28][CH:29]=1. (8) Given the reactants [CH3:1][O:2][C:3]([C:5]1[C:13]2[CH:12]=[C:11]([CH2:14]Br)[O:10][C:9]=2[C:8]([O:16][CH:17]2[CH2:21][CH2:20][CH2:19][CH2:18]2)=[CH:7][CH:6]=1)=[O:4].C(=O)([O-])[O-:23].[Na+].[Na+], predict the reaction product. The product is: [CH3:1][O:2][C:3]([C:5]1[C:13]2[CH:12]=[C:11]([CH:14]=[O:23])[O:10][C:9]=2[C:8]([O:16][CH:17]2[CH2:21][CH2:20][CH2:19][CH2:18]2)=[CH:7][CH:6]=1)=[O:4]. (9) Given the reactants CN([CH:4]=[O:5])C.O=P(Cl)(Cl)Cl.[C:11]([C:15]1[NH:16][C:17]2[C:22]([CH:23]=1)=[CH:21][C:20]([O:24][CH3:25])=[CH:19][CH:18]=2)([CH3:14])([CH3:13])[CH3:12].C([O-])([O-])=O.[Na+].[Na+], predict the reaction product. The product is: [C:11]([C:15]1[NH:16][C:17]2[C:22]([C:23]=1[CH:4]=[O:5])=[CH:21][C:20]([O:24][CH3:25])=[CH:19][CH:18]=2)([CH3:14])([CH3:12])[CH3:13].